This data is from Full USPTO retrosynthesis dataset with 1.9M reactions from patents (1976-2016). The task is: Predict the reactants needed to synthesize the given product. (1) Given the product [F:23][C:22]([F:25])([F:24])[C:17]1([CH2:16][N:13]2[CH2:14][CH2:15][CH:10]([CH2:9][O:8][C:5]3[N:6]=[CH:7][C:2]([C:33]4[CH:34]=[CH:35][C:30]([C:28]([O:27][CH3:26])=[O:29])=[CH:31][CH:32]=4)=[CH:3][CH:4]=3)[CH2:11][CH2:12]2)[CH2:21][CH2:20][CH2:19][CH2:18]1, predict the reactants needed to synthesize it. The reactants are: Br[C:2]1[CH:3]=[CH:4][C:5]([O:8][CH2:9][CH:10]2[CH2:15][CH2:14][N:13]([CH2:16][C:17]3([C:22]([F:25])([F:24])[F:23])[CH2:21][CH2:20][CH2:19][CH2:18]3)[CH2:12][CH2:11]2)=[N:6][CH:7]=1.[CH3:26][O:27][C:28]([C:30]1[CH:35]=[CH:34][C:33](B(O)O)=[CH:32][CH:31]=1)=[O:29].C([O-])([O-])=O.[Cs+].[Cs+].O1CCOCC1. (2) Given the product [Br:1][C:2]12[CH2:11][CH:6]3[CH2:7][CH:8]([CH2:10][C:4]([CH2:12][N:17]4[CH:16]=[C:15]([I:14])[CH:19]=[N:18]4)([CH2:5]3)[CH2:3]1)[CH2:9]2, predict the reactants needed to synthesize it. The reactants are: [Br:1][C:2]12[CH2:11][CH:6]3[CH2:7][CH:8]([CH2:10][C:4]([CH2:12]Br)([CH2:5]3)[CH2:3]1)[CH2:9]2.[I:14][C:15]1[CH:16]=[N:17][NH:18][CH:19]=1.[H-].[Na+]. (3) Given the product [C:1]([NH:8][C@H:9]([C:36]1[CH:41]=[CH:40][CH:39]=[C:38]([OH:42])[CH:37]=1)[C@@H:10]([C:22]1[CH:27]=[CH:26][CH:25]=[C:24]([OH:28])[CH:23]=1)[NH:11][S:12]([C:15]1[CH:21]=[CH:20][C:18]([CH3:19])=[CH:17][CH:16]=1)(=[O:13])=[O:14])([O:3][C:4]([CH3:6])([CH3:7])[CH3:5])=[O:2], predict the reactants needed to synthesize it. The reactants are: [C:1]([NH:8][C@H:9]([C:36]1[CH:41]=[CH:40][CH:39]=[C:38]([O:42]CC2C=CC=CC=2)[CH:37]=1)[C@@H:10]([C:22]1[CH:27]=[CH:26][CH:25]=[C:24]([O:28]CC2C=CC=CC=2)[CH:23]=1)[NH:11][S:12]([C:15]1[CH:21]=[CH:20][C:18]([CH3:19])=[CH:17][CH:16]=1)(=[O:14])=[O:13])([O:3][C:4]([CH3:7])([CH3:6])[CH3:5])=[O:2].[H][H]. (4) Given the product [Br:13][CH2:11][C:8]1[CH:9]=[CH:10][C:5]([CH2:3][CH3:4])=[CH:6][CH:7]=1, predict the reactants needed to synthesize it. The reactants are: N#N.[CH2:3]([C:5]1[CH:10]=[CH:9][C:8]([CH2:11]O)=[CH:7][CH:6]=1)[CH3:4].[Br:13]C(Br)(Br)Br.C1(P(C2C=CC=CC=2)C2C=CC=CC=2)C=CC=CC=1. (5) Given the product [C:20]([C:24]1[CH:25]=[C:26]([NH:39][C:17](=[O:19])[CH2:16][C:13]2[CH:12]=[CH:11][C:10]([N:3]3[C:4]4=[N:5][CH:6]=[CH:7][CH:8]=[C:9]4[N:1]=[CH:2]3)=[CH:15][CH:14]=2)[N:27]([C:29]2[CH:30]=[CH:31][C:32]([CH2:35][N:36]([CH3:37])[CH3:38])=[CH:33][CH:34]=2)[N:28]=1)([CH3:23])([CH3:21])[CH3:22], predict the reactants needed to synthesize it. The reactants are: [N:1]1[C:9]2[C:4](=[N:5][CH:6]=[CH:7][CH:8]=2)[N:3]([C:10]2[CH:15]=[CH:14][C:13]([CH2:16][C:17]([OH:19])=O)=[CH:12][CH:11]=2)[CH:2]=1.[C:20]([C:24]1[CH:25]=[C:26]([NH2:39])[N:27]([C:29]2[CH:34]=[CH:33][C:32]([CH2:35][N:36]([CH3:38])[CH3:37])=[CH:31][CH:30]=2)[N:28]=1)([CH3:23])([CH3:22])[CH3:21]. (6) The reactants are: [C:1](#[N:3])[CH3:2].[CH:12]1[CH:17]=[CH:16][C:15](P(N=[N+]=[N-])([C:12]2[CH:13]=[CH:14][CH:15]=[CH:16][CH:17]=2)=O)=[CH:14][CH:13]=1.[C:21](O)(=[O:30])CCC1C=CC=CC=1.[CH3:32][C@H:33]1[CH2:38][NH:37][C@H:36]([CH3:39])[CH2:35][N:34]1[C:40]1[CH:47]=[CH:46][C:43]([C:44]#[N:45])=[C:42]([C:48]([F:51])([F:50])[F:49])[CH:41]=1. Given the product [C:44]([C:43]1[CH:46]=[CH:47][C:40]([N:34]2[C@H:33]([CH3:32])[CH2:38][N:37]([C:21]([NH:3][CH2:1][CH2:2][C:12]3[CH:13]=[CH:14][CH:15]=[CH:16][CH:17]=3)=[O:30])[C@@H:36]([CH3:39])[CH2:35]2)=[CH:41][C:42]=1[C:48]([F:51])([F:50])[F:49])#[N:45], predict the reactants needed to synthesize it. (7) The reactants are: [CH3:1][O:2][C:3]1[N:8]=[C:7]([C:9]2[S:13][C:12]([CH:14]=[O:15])=[CH:11][CH:10]=2)[CH:6]=[C:5]([NH:16][CH2:17][CH2:18][C:19]2[CH:24]=[CH:23][C:22]([O:25][CH3:26])=[CH:21][CH:20]=2)[N:4]=1.[Mn]([O-])(=O)(=O)=[O:28].[K+]. Given the product [CH3:1][O:2][C:3]1[N:8]=[C:7]([C:9]2[S:13][C:12]([C:14]([OH:28])=[O:15])=[CH:11][CH:10]=2)[CH:6]=[C:5]([NH:16][CH2:17][CH2:18][C:19]2[CH:20]=[CH:21][C:22]([O:25][CH3:26])=[CH:23][CH:24]=2)[N:4]=1, predict the reactants needed to synthesize it.